Dataset: NCI-60 drug combinations with 297,098 pairs across 59 cell lines. Task: Regression. Given two drug SMILES strings and cell line genomic features, predict the synergy score measuring deviation from expected non-interaction effect. Drug 1: CC1=C2C(C(=O)C3(C(CC4C(C3C(C(C2(C)C)(CC1OC(=O)C(C(C5=CC=CC=C5)NC(=O)OC(C)(C)C)O)O)OC(=O)C6=CC=CC=C6)(CO4)OC(=O)C)OC)C)OC. Drug 2: COC1=CC(=CC(=C1O)OC)C2C3C(COC3=O)C(C4=CC5=C(C=C24)OCO5)OC6C(C(C7C(O6)COC(O7)C8=CC=CS8)O)O. Cell line: COLO 205. Synergy scores: CSS=51.6, Synergy_ZIP=-9.23, Synergy_Bliss=-13.8, Synergy_Loewe=-11.5, Synergy_HSA=-9.08.